Predict the reaction yield, written as a fraction of the theoretical maximum amount of product (1.0 means a 100% yield; for example, 0.34 means a 34% yield). From a dataset of Reaction yield outcomes from USPTO patents with 853,638 reactions. (1) The reactants are [F:1][C:2]1[CH:7]=[CH:6][C:5]([C:8]2[O:9][C:10]3[CH:20]=[C:19]([N:21]([CH2:26][CH2:27][CH2:28][OH:29])[S:22]([CH3:25])(=[O:24])=[O:23])[C:18]([C:30]4[CH:35]=[CH:34][CH:33]=[C:32]([C:36]5[O:37][C:38]6[C:39]([N:44]=5)=[N:40][CH:41]=[CH:42][CH:43]=6)[CH:31]=4)=[CH:17][C:11]=3[C:12]=2[C:13]([NH:15][CH3:16])=[O:14])=[CH:4][CH:3]=1. The catalyst is ClCCl. The product is [F:1][C:2]1[CH:3]=[CH:4][C:5]([C:8]2[O:9][C:10]3[CH:20]=[C:19]([N:21]([CH2:26][CH2:27][CH:28]=[O:29])[S:22]([CH3:25])(=[O:24])=[O:23])[C:18]([C:30]4[CH:35]=[CH:34][CH:33]=[C:32]([C:36]5[O:37][C:38]6[C:39]([N:44]=5)=[N:40][CH:41]=[CH:42][CH:43]=6)[CH:31]=4)=[CH:17][C:11]=3[C:12]=2[C:13]([NH:15][CH3:16])=[O:14])=[CH:6][CH:7]=1. The yield is 0.902. (2) The reactants are [ClH:1].CCOCC.[CH3:7][N:8]1[CH2:40][CH2:39][C@:10]2([N:14](C(OC(C)(C)C)=O)[C@@H:13]([C:22]3[N:27]=[C:26]([CH3:28])[CH:25]=[C:24]([C:29]4[CH:34]=[CH:33][C:32]([C:35]([F:38])([F:37])[F:36])=[CH:31][CH:30]=4)[N:23]=3)[CH2:12][CH2:11]2)[C:9]1=[O:41]. The catalyst is C(Cl)Cl. The product is [ClH:1].[CH3:7][N:8]1[CH2:40][CH2:39][C@:10]2([NH:14][C@@H:13]([C:22]3[N:27]=[C:26]([CH3:28])[CH:25]=[C:24]([C:29]4[CH:30]=[CH:31][C:32]([C:35]([F:38])([F:37])[F:36])=[CH:33][CH:34]=4)[N:23]=3)[CH2:12][CH2:11]2)[C:9]1=[O:41]. The yield is 0.892.